From a dataset of Reaction yield outcomes from USPTO patents with 853,638 reactions. Predict the reaction yield, written as a fraction of the theoretical maximum amount of product (1.0 means a 100% yield; for example, 0.34 means a 34% yield). (1) The reactants are Cl[C:2]1[C:3]2[CH:10]=[CH:9][NH:8][C:4]=2[N:5]=[CH:6][N:7]=1.Cl.Cl.[Cl:13][C:14]1[CH:19]=[CH:18][C:17]([C:20]2([CH2:26][NH:27][CH3:28])[CH2:25][CH2:24][NH:23][CH2:22][CH2:21]2)=[CH:16][CH:15]=1.C(N(CC)CC)C. The catalyst is C(O)CCC. The product is [Cl:13][C:14]1[CH:19]=[CH:18][C:17]([C:20]2([CH2:26][NH:27][CH3:28])[CH2:25][CH2:24][N:23]([C:2]3[C:3]4[CH:10]=[CH:9][NH:8][C:4]=4[N:5]=[CH:6][N:7]=3)[CH2:22][CH2:21]2)=[CH:16][CH:15]=1. The yield is 0.340. (2) The reactants are [O:1]1[C:5]2([CH2:10][CH2:9][CH:8]([C:11]3[C:19]4[C:14](=[CH:15][CH:16]=[C:17]([C:20]#[N:21])[CH:18]=4)[N:13]([CH2:22][CH3:23])[CH:12]=3)[CH2:7][CH2:6]2)[O:4][CH2:3][CH2:2]1.[CH:24](Br)(C)C. No catalyst specified. The product is [O:4]1[C:5]2([CH2:10][CH2:9][CH:8]([C:11]3[C:19]4[C:14](=[CH:15][CH:16]=[C:17]([C:20]#[N:21])[CH:18]=4)[N:13]([CH:22]([CH3:24])[CH3:23])[CH:12]=3)[CH2:7][CH2:6]2)[O:1][CH2:2][CH2:3]1. The yield is 0.620. (3) The reactants are [OH:1][C:2]1[C:9]([N+:10]([O-:12])=[O:11])=[CH:8][C:5]([CH:6]=[O:7])=[CH:4][C:3]=1[O:13]C.[Cl-].[Al+3].[Cl-].[Cl-].N1C=CC=CC=1. The catalyst is CCOC(C)=O. The product is [OH:13][C:3]1[CH:4]=[C:5]([CH:8]=[C:9]([N+:10]([O-:12])=[O:11])[C:2]=1[OH:1])[CH:6]=[O:7]. The yield is 0.673. (4) The reactants are Br[C:2]1[CH:3]=[CH:4][C:5]([CH2:8][CH2:9][CH3:10])=[N:6][CH:7]=1.[CH2:11](C([Sn])=C(CCCC)CCCC)[CH2:12]CC. The catalyst is CN(C=O)C.C1COCC1.O.C1C=CC([P]([Pd]([P](C2C=CC=CC=2)(C2C=CC=CC=2)C2C=CC=CC=2)([P](C2C=CC=CC=2)(C2C=CC=CC=2)C2C=CC=CC=2)[P](C2C=CC=CC=2)(C2C=CC=CC=2)C2C=CC=CC=2)(C2C=CC=CC=2)C2C=CC=CC=2)=CC=1. The product is [CH2:8]([C:5]1[CH:4]=[CH:3][C:2]([CH:11]=[CH2:12])=[CH:7][N:6]=1)[CH2:9][CH3:10]. The yield is 0.410. (5) The reactants are [NH2:1][C:2]1[S:3][C:4]([C:7]([CH3:10])([CH3:9])[CH3:8])=[N:5][N:6]=1.[CH2:11]([C:23]1[CH:28]=[CH:27][C:26]([S:29](Cl)(=[O:31])=[O:30])=[CH:25][CH:24]=1)[CH2:12][CH2:13][CH2:14][CH2:15][CH2:16][CH2:17][CH2:18][CH2:19][CH2:20][CH2:21][CH3:22].Cl. The catalyst is N1C=CC=CC=1. The product is [C:7]([C:4]1[S:3][C:2]([NH:1][S:29]([C:26]2[CH:27]=[CH:28][C:23]([CH2:11][CH2:12][CH2:13][CH2:14][CH2:15][CH2:16][CH2:17][CH2:18][CH2:19][CH2:20][CH2:21][CH3:22])=[CH:24][CH:25]=2)(=[O:31])=[O:30])=[N:6][N:5]=1)([CH3:10])([CH3:9])[CH3:8]. The yield is 0.870. (6) The reactants are Br[CH:2]([CH2:13][C:14]1[CH:19]=[CH:18][C:17]([N+:20]([O-:22])=[O:21])=[CH:16][CH:15]=1)[C:3]([C:5]1[CH:10]=[CH:9][C:8]([O:11][CH3:12])=[CH:7][CH:6]=1)=O.[NH2:23][C:24]([NH2:26])=[S:25].C([O-])(=O)C.[Na+]. The catalyst is C(O)C. The product is [CH3:12][O:11][C:8]1[CH:9]=[CH:10][C:5]([C:3]2[N:23]=[C:24]([NH2:26])[S:25][C:2]=2[CH2:13][C:14]2[CH:19]=[CH:18][C:17]([N+:20]([O-:22])=[O:21])=[CH:16][CH:15]=2)=[CH:6][CH:7]=1. The yield is 0.791. (7) The reactants are [C:1]([C:3]1[CH:4]=[C:5]([CH:28]=[CH:29][CH:30]=1)[C:6]([NH:8][C:9]1[C:10]([CH3:27])=[C:11]2[C:17]([CH:18]3[CH2:25][C:22]4([CH2:24][CH2:23]4)[NH:21][CH2:20][CH2:19]3)=[CH:16][N:15]([CH3:26])[C:12]2=[N:13][CH:14]=1)=[O:7])#[N:2].[C:31](Cl)(=[O:35])[CH:32]([CH3:34])[CH3:33]. The catalyst is C(Cl)Cl. The product is [C:1]([C:3]1[CH:4]=[C:5]([CH:28]=[CH:29][CH:30]=1)[C:6]([NH:8][C:9]1[C:10]([CH3:27])=[C:11]2[C:17]([CH:18]3[CH2:25][C:22]4([CH2:23][CH2:24]4)[N:21]([C:31](=[O:35])[CH:32]([CH3:34])[CH3:33])[CH2:20][CH2:19]3)=[CH:16][N:15]([CH3:26])[C:12]2=[N:13][CH:14]=1)=[O:7])#[N:2]. The yield is 0.620. (8) The reactants are [Cl:1][C:2]1[C:3]([C:9]2[C:10]([C:19]3[CH:24]=[CH:23][C:22]([Cl:25])=[C:21]([O:26][CH2:27][CH2:28][CH2:29][N:30]([CH3:32])[CH3:31])[CH:20]=3)=[N:11][C:12]([C:15](OC)=[O:16])=[CH:13][CH:14]=2)=[N:4][CH:5]=[C:6]([Cl:8])[CH:7]=1.[NH2:33][C:34]1([C:40]([OH:42])=[O:41])[CH2:39][CH2:38][CH2:37][CH2:36][CH2:35]1. No catalyst specified. The product is [ClH:1].[Cl:1][C:2]1[C:3]([C:9]2[C:10]([C:19]3[CH:24]=[CH:23][C:22]([Cl:25])=[C:21]([O:26][CH2:27][CH2:28][CH2:29][N:30]([CH3:31])[CH3:32])[CH:20]=3)=[N:11][C:12]([C:15]([NH:33][C:34]3([C:40]([OH:42])=[O:41])[CH2:39][CH2:38][CH2:37][CH2:36][CH2:35]3)=[O:16])=[CH:13][CH:14]=2)=[N:4][CH:5]=[C:6]([Cl:8])[CH:7]=1. The yield is 0.500. (9) The reactants are [CH2:1]([C:3]1[C:11]2[CH:10]=[CH:9][S:8][C:7]=2[C:6]([CH3:12])=[CH:5][C:4]=1[O:13][C:14](=[CH:17]NC1C=CC=CC=1)[C:15]#[N:16])[CH3:2].Cl.[NH2:26][C:27]([NH2:29])=[NH:28].C[O-].[Na+]. The catalyst is C(O)C.O. The product is [CH2:1]([C:3]1[C:11]2[CH:10]=[CH:9][S:8][C:7]=2[C:6]([CH3:12])=[CH:5][C:4]=1[O:13][C:14]1[C:15]([NH2:16])=[N:28][C:27]([NH2:29])=[N:26][CH:17]=1)[CH3:2]. The yield is 0.740. (10) The reactants are [Cl:1][C:2]1[CH:3]=[CH:4][N:5]=[C:6]2[C:11]=1[N:10]=[CH:9][C:8]([OH:12])=[CH:7]2.C(=O)([O-])[O-].[Cs+].[Cs+].FC(F)(F)S(O[CH2:25][C:26]([F:29])([F:28])[F:27])(=O)=O. The catalyst is CN(C=O)C. The product is [Cl:1][C:2]1[CH:3]=[CH:4][N:5]=[C:6]2[C:11]=1[N:10]=[CH:9][C:8]([O:12][CH2:25][C:26]([F:29])([F:28])[F:27])=[CH:7]2. The yield is 0.560.